Predict the reactants needed to synthesize the given product. From a dataset of Full USPTO retrosynthesis dataset with 1.9M reactions from patents (1976-2016). (1) Given the product [Cl:21][C:22]1[CH:23]=[C:24]2[C:28](=[CH:29][CH:30]=1)[NH:27][CH:26]=[C:25]2[CH2:31][CH2:32][NH:33][C:10]([C:7]1[N:6]=[C:5]([CH2:4][C:3]2[CH:15]=[CH:16][CH:17]=[C:18]([F:19])[C:2]=2[F:1])[O:9][N:8]=1)=[O:12], predict the reactants needed to synthesize it. The reactants are: [F:1][C:2]1[C:18]([F:19])=[CH:17][CH:16]=[CH:15][C:3]=1[CH2:4][C:5]1[O:9][N:8]=[C:7]([C:10]([O:12]CC)=O)[N:6]=1.Cl.[Cl:21][C:22]1[CH:23]=[C:24]2[C:28](=[CH:29][CH:30]=1)[NH:27][CH:26]=[C:25]2[CH2:31][CH2:32][NH2:33].CN(C(ON1N=NC2C=CC=NC1=2)=[N+](C)C)C.F[P-](F)(F)(F)(F)F.C(N(CC)C(C)C)(C)C. (2) Given the product [OH:32][C:29]1[CH:30]=[CH:31][C:26]([S:25][C:2]2[CH:7]=[CH:6][C:5]([NH:8][C:9]([C:11]3[O:12][CH:13]=[CH:14][CH:15]=3)=[O:10])=[CH:4][C:3]=2[N+:16]([O-:18])=[O:17])=[CH:27][CH:28]=1, predict the reactants needed to synthesize it. The reactants are: F[C:2]1[CH:7]=[CH:6][C:5]([NH:8][C:9]([C:11]2[O:12][CH:13]=[CH:14][CH:15]=2)=[O:10])=[CH:4][C:3]=1[N+:16]([O-:18])=[O:17].C([O-])([O-])=O.[K+].[K+].[SH:25][C:26]1[CH:31]=[CH:30][C:29]([OH:32])=[CH:28][CH:27]=1. (3) The reactants are: C(=O)([O-])[O-].[Cs+].[Cs+].Br[CH2:8][CH2:9][O:10][C:11]1[CH:16]=[CH:15][CH:14]=[CH:13][CH:12]=1.[NH:17]1[CH:21]=[C:20](/[CH:22]=[CH:23]/[C:24]([O:26][CH2:27][CH3:28])=[O:25])[CH:19]=[N:18]1. Given the product [O:10]([CH2:9][CH2:8][N:17]1[CH:21]=[C:20](/[CH:22]=[CH:23]/[C:24]([O:26][CH2:27][CH3:28])=[O:25])[CH:19]=[N:18]1)[C:11]1[CH:16]=[CH:15][CH:14]=[CH:13][CH:12]=1, predict the reactants needed to synthesize it. (4) The reactants are: [H-].[Na+].[Cl:3][C:4]1[C:9]([OH:10])=[CH:8][CH:7]=[CH:6][C:5]=1[C:11]([F:14])([F:13])[F:12].[CH3:15][O:16][CH2:17]Cl.[Cl-].[Na+]. Given the product [Cl:3][C:4]1[C:5]([C:11]([F:12])([F:13])[F:14])=[CH:6][CH:7]=[CH:8][C:9]=1[O:10][CH2:15][O:16][CH3:17], predict the reactants needed to synthesize it. (5) Given the product [CH3:4][CH:5]1[CH2:6][CH2:7][NH:8][CH2:9][CH:10]1[C:11]([OH:13])=[O:12], predict the reactants needed to synthesize it. The reactants are: [NH4+].[OH-].Cl.[CH3:4][C:5]1[C:10]([C:11]([OH:13])=[O:12])=[CH:9][N:8]=[CH:7][CH:6]=1. (6) Given the product [C:19]1([CH:18]([C:25]2[CH:26]=[CH:27][CH:28]=[CH:29][CH:30]=2)[N:14]2[CH:15]=[CH:16][CH:17]=[C:12]([C:10]([NH:9][C@@H:5]([CH2:4][CH2:3][CH2:2][NH:1][C:39]([O:41][CH2:42][CH:43]3[C:44]4[CH:45]=[CH:46][CH:47]=[CH:48][C:49]=4[C:50]4[C:55]3=[CH:54][CH:53]=[CH:52][CH:51]=4)=[O:40])[C:6]([OH:8])=[O:7])=[O:11])[C:13]2=[O:31])[CH:24]=[CH:23][CH:22]=[CH:21][CH:20]=1, predict the reactants needed to synthesize it. The reactants are: [NH2:1][CH2:2][CH2:3][CH2:4][C@H:5]([NH:9][C:10]([C:12]1[C:13](=[O:31])[N:14]([CH:18]([C:25]2[CH:30]=[CH:29][CH:28]=[CH:27][CH:26]=2)[C:19]2[CH:24]=[CH:23][CH:22]=[CH:21][CH:20]=2)[CH:15]=[CH:16][CH:17]=1)=[O:11])[C:6]([OH:8])=[O:7].C([O-])([O-])=O.[Na+].[Na+].Cl[C:39]([O:41][CH2:42][CH:43]1[C:55]2[CH:54]=[CH:53][CH:52]=[CH:51][C:50]=2[C:49]2[C:44]1=[CH:45][CH:46]=[CH:47][CH:48]=2)=[O:40].Cl.